This data is from Forward reaction prediction with 1.9M reactions from USPTO patents (1976-2016). The task is: Predict the product of the given reaction. (1) Given the reactants [CH3:1][O:2][C:3]1[CH:8]=[CH:7][C:6](B(O)O)=[CH:5][CH:4]=1.[Br:12][C:13]1[N:14]=[CH:15][C:16]([NH2:19])=[N:17][CH:18]=1, predict the reaction product. The product is: [Br:12][C:13]1[N:14]=[CH:15][C:16]([NH:19][C:6]2[CH:7]=[CH:8][C:3]([O:2][CH3:1])=[CH:4][CH:5]=2)=[N:17][CH:18]=1. (2) The product is: [CH:23]1([N:20]2[CH2:19][CH2:18][N:17]([C:15]([C@H:12]3[CH2:13][CH2:14][C@H:9]([NH:8][C:5]4[CH:6]=[CH:7][C:2]([F:1])=[CH:3][CH:4]=4)[CH2:10][CH2:11]3)=[O:16])[CH2:22][CH2:21]2)[CH2:29][CH2:28][CH2:27][CH2:26][CH2:25][CH2:24]1. Given the reactants [F:1][C:2]1[CH:7]=[CH:6][C:5]([NH:8][C@H:9]2[CH2:14][CH2:13][C@H:12]([C:15]([N:17]3[CH2:22][CH2:21][NH:20][CH2:19][CH2:18]3)=[O:16])[CH2:11][CH2:10]2)=[CH:4][CH:3]=1.[C:23]1(=O)[CH2:29][CH2:28][CH2:27][CH2:26][CH2:25][CH2:24]1.C(O[BH-](OC(=O)C)OC(=O)C)(=O)C.[Na+].C(O)(=O)C, predict the reaction product. (3) The product is: [Cl:1][C:2]1[C:14]([Cl:15])=[CH:13][C:5]2[O:6][CH:7]([C:10]([N:25]3[CH2:26][CH2:27][N:22]([CH2:21][C:20]4[CH:29]=[CH:30][C:17]([F:16])=[CH:18][CH:19]=4)[CH2:23][C@H:24]3[CH3:28])=[O:12])[CH2:8][O:9][C:4]=2[CH:3]=1. Given the reactants [Cl:1][C:2]1[C:14]([Cl:15])=[CH:13][C:5]2[O:6][CH:7]([C:10]([OH:12])=O)[CH2:8][O:9][C:4]=2[CH:3]=1.[F:16][C:17]1[CH:30]=[CH:29][C:20]([CH2:21][N:22]2[CH2:27][CH2:26][NH:25][C@H:24]([CH3:28])[CH2:23]2)=[CH:19][CH:18]=1.CCN=C=NCCCN(C)C.C1C=CC2N(O)N=NC=2C=1.CCN(C(C)C)C(C)C, predict the reaction product. (4) Given the reactants [Cl:1][C:2]1[CH:3]=[C:4]([CH:8]=[C:9]([C:13]#[N:14])[C:10]=1[O:11][CH3:12])[C:5](O)=[O:6].C1(C)C=CC=CC=1.S(Cl)([Cl:24])=O, predict the reaction product. The product is: [Cl:1][C:2]1[CH:3]=[C:4]([CH:8]=[C:9]([C:13]#[N:14])[C:10]=1[O:11][CH3:12])[C:5]([Cl:24])=[O:6].